From a dataset of Forward reaction prediction with 1.9M reactions from USPTO patents (1976-2016). Predict the product of the given reaction. (1) Given the reactants [Br-].[CH3:2][O:3][C:4]([C:6]1[CH:31]=[CH:30][C:9]([CH2:10][P+](C2C=CC=CC=2)(C2C=CC=CC=2)C2C=CC=CC=2)=[CH:8][CH:7]=1)=[O:5].C([Li])CCC.CCCCCC.[CH:43]([O:46][C:47]1[CH:52]=[CH:51][C:50]([N:53]2[C:57]3[CH:58]=[CH:59][C:60]([CH:62]=O)=[CH:61][C:56]=3[N:55]=[CH:54]2)=[CH:49][CH:48]=1)([CH3:45])[CH3:44], predict the reaction product. The product is: [CH:43]([O:46][C:47]1[CH:52]=[CH:51][C:50]([N:53]2[C:57]3[CH:58]=[CH:59][C:60](/[CH:62]=[CH:10]\[C:9]4[CH:8]=[CH:7][C:6]([C:4]([O:3][CH3:2])=[O:5])=[CH:31][CH:30]=4)=[CH:61][C:56]=3[N:55]=[CH:54]2)=[CH:49][CH:48]=1)([CH3:45])[CH3:44]. (2) Given the reactants C([C@H]1C2C(=CC(C(=O)N[C@H](C3C=CC(S(CC)(=O)=O)=CC=3)CO)=CC=2)CN1C(OC(C)(C)C)=O)C.[C:36]([O:40][C:41]([N:43]1[CH2:51][C:50]2[C:45](=[CH:46][CH:47]=[C:48]([C:52](O)=[O:53])[CH:49]=2)[CH:44]1[CH:55]([CH3:57])[CH3:56])=[O:42])([CH3:39])([CH3:38])[CH3:37].[NH2:58][C@H:59]([C:62]1[CH:67]=[CH:66][C:65]([S:68]([CH2:71][CH3:72])(=[O:70])=[O:69])=[CH:64][N:63]=1)[CH2:60][OH:61], predict the reaction product. The product is: [CH2:71]([S:68]([C:65]1[CH:66]=[CH:67][C:62]([C@@H:59]([NH:58][C:52]([C:48]2[CH:49]=[C:50]3[C:45](=[CH:46][CH:47]=2)[CH:44]([CH:55]([CH3:56])[CH3:57])[N:43]([C:41]([O:40][C:36]([CH3:37])([CH3:39])[CH3:38])=[O:42])[CH2:51]3)=[O:53])[CH2:60][OH:61])=[N:63][CH:64]=1)(=[O:69])=[O:70])[CH3:72]. (3) Given the reactants Cl.[CH3:2][O:3][C:4]([C:7]1[N:11]([CH2:12][CH:13]2[CH2:18][CH2:17][O:16][CH2:15][CH2:14]2)[C:10]2[CH:19]=[CH:20][C:21]([NH:23][CH3:24])=[CH:22][C:9]=2[N:8]=1)([CH3:6])[CH3:5].[C:25]([NH:28][C:29]1[CH:34]=[CH:33][C:32]([S:35](Cl)(=[O:37])=[O:36])=[CH:31][CH:30]=1)(=[O:27])[CH3:26], predict the reaction product. The product is: [CH3:2][O:3][C:4]([C:7]1[N:11]([CH2:12][CH:13]2[CH2:18][CH2:17][O:16][CH2:15][CH2:14]2)[C:10]2[CH:19]=[CH:20][C:21]([N:23]([CH3:24])[S:35]([C:32]3[CH:31]=[CH:30][C:29]([NH:28][C:25](=[O:27])[CH3:26])=[CH:34][CH:33]=3)(=[O:37])=[O:36])=[CH:22][C:9]=2[N:8]=1)([CH3:6])[CH3:5]. (4) Given the reactants [CH2:1](Br)[C:2]1[CH:7]=[CH:6][CH:5]=[CH:4][CH:3]=1.[CH3:9][O:10][C:11]([C:13]1[C:22]([CH3:23])=[C:21]([OH:24])[C:20]2[C:15](=[CH:16][CH:17]=[C:18]([F:25])[CH:19]=2)[CH:14]=1)=[O:12].C(=O)([O-])[O-].[K+].[K+].C(OCC)(=O)C, predict the reaction product. The product is: [CH3:9][O:10][C:11]([C:13]1[C:22]([CH3:23])=[C:21]([O:24][CH2:1][C:2]2[CH:7]=[CH:6][CH:5]=[CH:4][CH:3]=2)[C:20]2[C:15](=[CH:16][CH:17]=[C:18]([F:25])[CH:19]=2)[CH:14]=1)=[O:12].